From a dataset of Full USPTO retrosynthesis dataset with 1.9M reactions from patents (1976-2016). Predict the reactants needed to synthesize the given product. (1) The reactants are: [N:1]1[C:10]2[C:5](=[N:6][CH:7]=[CH:8][N:9]=2)[C:4]([NH:11][CH2:12][CH2:13][C:14]2[CH:19]=[CH:18][C:17]([OH:20])=[CH:16][CH:15]=2)=[N:3][CH:2]=1.[F:21][C:22]1[C:27]([F:28])=[C:26]([C:29]([F:32])([F:31])[F:30])[C:25]([F:33])=[C:24](F)[N:23]=1.CCN(CC)CC. Given the product [N:1]1[C:10]2[C:5](=[N:6][CH:7]=[CH:8][N:9]=2)[C:4]([NH:11][CH2:12][CH2:13][C:14]2[CH:19]=[CH:18][C:17]([O:20][C:24]3[C:25]([F:33])=[C:26]([C:29]([F:31])([F:32])[F:30])[C:27]([F:28])=[C:22]([F:21])[N:23]=3)=[CH:16][CH:15]=2)=[N:3][CH:2]=1, predict the reactants needed to synthesize it. (2) Given the product [C:1]([O:8][CH2:9][CH:11]1[O:13][CH2:12]1)(=[O:7])/[CH:2]=[CH:3]/[CH:4]=[CH:5]/[CH3:6], predict the reactants needed to synthesize it. The reactants are: [C:1]([OH:8])(=[O:7])/[CH:2]=[CH:3]/[CH:4]=[CH:5]/[CH3:6].[CH2:9]([CH:11]1[O:13][CH2:12]1)Cl.